This data is from Full USPTO retrosynthesis dataset with 1.9M reactions from patents (1976-2016). The task is: Predict the reactants needed to synthesize the given product. (1) Given the product [CH2:1]([O:8][C:9](=[O:29])[NH:10][C@@H:11]1[C:14](=[O:15])[N:13]([CH2:16][C:17]2[CH:22]=[CH:21][C:20]([O:23][CH3:24])=[CH:19][C:18]=2[O:25][CH3:26])[C@@H:12]1[CH2:27][N:30]=[N+:31]=[N-:32])[C:2]1[CH:7]=[CH:6][CH:5]=[CH:4][CH:3]=1, predict the reactants needed to synthesize it. The reactants are: [CH2:1]([O:8][C:9](=[O:29])[NH:10][C@@H:11]1[C:14](=[O:15])[N:13]([CH2:16][C:17]2[CH:22]=[CH:21][C:20]([O:23][CH3:24])=[CH:19][C:18]=2[O:25][CH3:26])[C@@H:12]1[CH2:27]I)[C:2]1[CH:7]=[CH:6][CH:5]=[CH:4][CH:3]=1.[N-:30]=[N+:31]=[N-:32].C([N+](CCCC)(CCCC)CCCC)CCC. (2) Given the product [CH3:15][C:12]1([CH3:14])[C:11]([CH3:16])([CH3:17])[O:10][B:9]([C:25]2[CH:26]=[N:27][CH:28]=[C:29]([CH:35]=2)[C:30]([O:32][CH2:33][CH3:34])=[O:31])[O:13]1, predict the reactants needed to synthesize it. The reactants are: [CH3:16][C:11]1([CH3:17])[C:12]([CH3:15])([CH3:14])[O:13][B:9]([B:9]2[O:13][C:12]([CH3:15])([CH3:14])[C:11]([CH3:17])([CH3:16])[O:10]2)[O:10]1.CC([O-])=O.[K+].Br[C:25]1[CH:26]=[N:27][CH:28]=[C:29]([CH:35]=1)[C:30]([O:32][CH2:33][CH3:34])=[O:31]. (3) Given the product [Cl:3][C:4]1[C:5]([I:19])=[N:6][C:7]([F:18])=[C:8]([C:16]=1[F:17])[C:9]([O:11][C:12]([CH3:14])([CH3:15])[CH3:13])=[O:10], predict the reactants needed to synthesize it. The reactants are: [Li+].[Cl-].[Cl:3][C:4]1[CH:5]=[N:6][C:7]([F:18])=[C:8]([C:16]=1[F:17])[C:9]([O:11][C:12]([CH3:15])([CH3:14])[CH3:13])=[O:10].[I:19]I. (4) Given the product [CH3:26][N:27]([CH3:31])[CH2:28][CH2:29][O:1][C:2]1[CH:3]=[C:4]([CH:14]=[CH:15][CH:16]=1)[CH2:5][CH:6]([C:11](=[O:13])[CH3:12])[C:7]([O:9][CH3:10])=[O:8], predict the reactants needed to synthesize it. The reactants are: [OH:1][C:2]1[CH:3]=[C:4]([CH:14]=[CH:15][CH:16]=1)[CH2:5][CH:6]([C:11](=[O:13])[CH3:12])[C:7]([O:9][CH3:10])=[O:8].C([O-])([O-])=O.[Cs+].[Cs+].[Na+].[I-].Cl.[CH3:26][N:27]([CH3:31])[CH2:28][CH2:29]Cl.